This data is from Reaction yield outcomes from USPTO patents with 853,638 reactions. The task is: Predict the reaction yield, written as a fraction of the theoretical maximum amount of product (1.0 means a 100% yield; for example, 0.34 means a 34% yield). (1) The reactants are [F:1][C:2]1[CH:3]=[CH:4][C:5]([O:11][C:12]2[CH:17]=[CH:16][C:15]([F:18])=[CH:14][CH:13]=2)=[C:6]([CH:10]=1)[C:7]([OH:9])=O.Cl.[N:20]1[NH:21][N:22]=[N:23][C:24]=1[C:25]1[CH:30]=[CH:29][C:28]([CH2:31][NH2:32])=[CH:27][CH:26]=1.O.ON1C2C=CC=CC=2N=N1.Cl.C(N=C=NCCCN(C)C)C.C(N(CC)CC)C. The catalyst is ClCCl.CN(C)C=O. The product is [F:1][C:2]1[CH:3]=[CH:4][C:5]([O:11][C:12]2[CH:17]=[CH:16][C:15]([F:18])=[CH:14][CH:13]=2)=[C:6]([CH:10]=1)[C:7]([NH:32][CH2:31][C:28]1[CH:27]=[CH:26][C:25]([C:24]2[N:20]=[N:21][NH:22][N:23]=2)=[CH:30][CH:29]=1)=[O:9]. The yield is 0.730. (2) The reactants are [N:1]1([C:12]([O:14][CH2:15][C:16]2[CH:21]=[CH:20][CH:19]=[CH:18][CH:17]=2)=[O:13])[CH2:6][CH2:5][CH2:4][CH:3]([C:7]([O:9][CH2:10][CH3:11])=[O:8])[CH2:2]1.C[Si]([N-][Si](C)(C)C)(C)C.[Na+].Br[CH2:33][CH:34]=[C:35]([CH3:37])[CH3:36]. The catalyst is C1COCC1. The product is [CH3:36][C:35]([CH3:37])=[CH:34][CH2:33][C:3]1([C:7]([O:9][CH2:10][CH3:11])=[O:8])[CH2:4][CH2:5][CH2:6][N:1]([C:12]([O:14][CH2:15][C:16]2[CH:21]=[CH:20][CH:19]=[CH:18][CH:17]=2)=[O:13])[CH2:2]1. The yield is 0.940.